This data is from Clinical trial toxicity outcomes and FDA approval status for drugs. The task is: Regression/Classification. Given a drug SMILES string, predict its toxicity properties. Task type varies by dataset: regression for continuous values (e.g., LD50, hERG inhibition percentage) or binary classification for toxic/non-toxic outcomes (e.g., AMES mutagenicity, cardiotoxicity, hepatotoxicity). Dataset: clintox. (1) The drug is C#C[C@]1(O)CC[C@H]2[C@@H]3CCC4=CC(=O)CC[C@@H]4[C@H]3CC[C@@]21CC. The result is 0 (passed clinical trial). (2) The drug is CCN1C(=O)NC(c2ccccc2)C1=O. The result is 0 (passed clinical trial).